This data is from Forward reaction prediction with 1.9M reactions from USPTO patents (1976-2016). The task is: Predict the product of the given reaction. Given the reactants C[O:2][C:3]1[CH:8]=[CH:7][CH:6]=[CH:5][C:4]=1[C:9]1[N:18]=[C:12]2[CH:13]=[C:14]([NH2:17])[CH:15]=[CH:16][N:11]2[N:10]=1.B(Br)(Br)Br, predict the reaction product. The product is: [NH2:17][C:14]1[CH:15]=[CH:16][N:11]2[N:10]=[C:9]([C:4]3[CH:5]=[CH:6][CH:7]=[CH:8][C:3]=3[OH:2])[N:18]=[C:12]2[CH:13]=1.